Dataset: Full USPTO retrosynthesis dataset with 1.9M reactions from patents (1976-2016). Task: Predict the reactants needed to synthesize the given product. The reactants are: [C]=[O:2].[H][H].N[C:6]1[CH:11]=CN=C[CH:7]=1.[CH2:12]([C@H:14]1[O:16][CH2:15]1)[Cl:13].C1[CH2:21][O:20]CC1. Given the product [CH:6]([O:2][C:21](=[O:20])[CH2:15][CH:14]([OH:16])[CH2:12][Cl:13])([CH3:11])[CH3:7], predict the reactants needed to synthesize it.